Dataset: Reaction yield outcomes from USPTO patents with 853,638 reactions. Task: Predict the reaction yield, written as a fraction of the theoretical maximum amount of product (1.0 means a 100% yield; for example, 0.34 means a 34% yield). The reactants are [F:1][C:2]1[CH:7]=[CH:6][C:5]([O:8][C:9](=[O:31])[N:10]([C@H:12]2[C@H:16]([C:17]3[CH:22]=[CH:21][C:20]([Cl:23])=[CH:19][CH:18]=3)[CH2:15][N:14]([C:24]([CH:26]3[CH2:30][CH2:29][NH:28][CH2:27]3)=[O:25])[CH2:13]2)[CH3:11])=[CH:4][CH:3]=1.C(O[BH-](O[C:42](=[O:44])[CH3:43])OC(=O)C)(=O)C.[Na+].[CH2:46]1[CH2:50]OC[CH2:47]1. The catalyst is C(OCC)(=O)C. The product is [F:1][C:2]1[CH:7]=[CH:6][C:5]([O:8][C:9](=[O:31])[N:10]([C@H:12]2[C@H:16]([C:17]3[CH:22]=[CH:21][C:20]([Cl:23])=[CH:19][CH:18]=3)[CH2:15][N:14]([C:24]([CH:26]3[CH2:30][CH2:29][N:28]([CH:47]4[CH2:43][CH2:42][O:44][CH2:50][CH2:46]4)[CH2:27]3)=[O:25])[CH2:13]2)[CH3:11])=[CH:4][CH:3]=1. The yield is 0.240.